From a dataset of Full USPTO retrosynthesis dataset with 1.9M reactions from patents (1976-2016). Predict the reactants needed to synthesize the given product. (1) Given the product [Br:1][C:2]1[CH:7]=[C:6]([CH2:8][N:13]=[S:11]([CH3:14])([CH3:10])=[O:12])[CH:5]=[CH:4][N:3]=1, predict the reactants needed to synthesize it. The reactants are: [Br:1][C:2]1[CH:7]=[C:6]([CH2:8]Br)[CH:5]=[CH:4][N:3]=1.[CH3:10][S:11]([CH3:14])(=[NH:13])=[O:12]. (2) Given the product [C:17]([CH:4]([CH2:3][CH:2]([CH3:23])[CH3:1])[C:5]([NH:7][C:8]1[CH:9]=[CH:10][C:11]([CH:14]([CH3:16])[CH3:15])=[CH:12][CH:13]=1)=[O:6])(=[O:18])[CH3:22], predict the reactants needed to synthesize it. The reactants are: [CH3:1][CH:2]([CH3:23])[CH2:3][CH:4]([C:17]1([CH3:22])OCC[O:18]1)[C:5]([NH:7][C:8]1[CH:13]=[CH:12][C:11]([CH:14]([CH3:16])[CH3:15])=[CH:10][CH:9]=1)=[O:6].CC1C=CC(S(O)(=O)=O)=CC=1.